Regression. Given a peptide amino acid sequence and an MHC pseudo amino acid sequence, predict their binding affinity value. This is MHC class I binding data. From a dataset of Peptide-MHC class I binding affinity with 185,985 pairs from IEDB/IMGT. (1) The peptide sequence is IPAHPLRML. The MHC is HLA-B58:01 with pseudo-sequence HLA-B58:01. The binding affinity (normalized) is 0.0847. (2) The peptide sequence is SEHFSLLFL. The MHC is HLA-A68:02 with pseudo-sequence HLA-A68:02. The binding affinity (normalized) is 0.0847.